From a dataset of Reaction yield outcomes from USPTO patents with 853,638 reactions. Predict the reaction yield, written as a fraction of the theoretical maximum amount of product (1.0 means a 100% yield; for example, 0.34 means a 34% yield). (1) The yield is 0.980. The product is [CH3:1][N:2]1[CH:6]=[C:5]([C:7]2[N:12]=[C:11]([C:13]3[CH:14]=[N:15][N:16]([CH:18]([CH2:23][C:24]#[N:26])[CH2:19][C:20]#[N:22])[CH:17]=3)[N:10]3[CH:27]=[CH:28][N:29]=[C:9]3[CH:8]=2)[CH:4]=[N:3]1. The catalyst is CN(C=O)C. The reactants are [CH3:1][N:2]1[CH:6]=[C:5]([C:7]2[N:12]=[C:11]([C:13]3[CH:14]=[N:15][N:16]([CH:18]([CH2:23][C:24]([NH2:26])=O)[CH2:19][C:20]([NH2:22])=O)[CH:17]=3)[N:10]3[CH:27]=[CH:28][N:29]=[C:9]3[CH:8]=2)[CH:4]=[N:3]1.C(Cl)Cl.C(N(CC)CC)C.[Cl-]. (2) The yield is 0.670. The reactants are [F:1][C:2]1[CH:7]=[C:6]([F:8])[CH:5]=[CH:4][C:3]=1[N:9]1[C:13]2[CH:14]=[CH:15][CH:16]=[CH:17][C:12]=2[NH:11][S:10]1(=[O:19])=[O:18].[Br:20][CH2:21]/[CH:22]=[CH:23]/[CH2:24]Br.C(=O)([O-])[O-].[Cs+].[Cs+]. No catalyst specified. The product is [Br:20][CH2:21]/[CH:22]=[CH:23]/[CH2:24][N:11]1[C:12]2[CH:17]=[CH:16][CH:15]=[CH:14][C:13]=2[N:9]([C:3]2[CH:4]=[CH:5][C:6]([F:8])=[CH:7][C:2]=2[F:1])[S:10]1(=[O:18])=[O:19].